Dataset: Experimentally validated miRNA-target interactions with 360,000+ pairs, plus equal number of negative samples. Task: Binary Classification. Given a miRNA mature sequence and a target amino acid sequence, predict their likelihood of interaction. The miRNA is mmu-let-7e-5p with sequence UGAGGUAGGAGGUUGUAUAGUU. The protein sequence of the target gene is MYSMMMETDLHSPGGAQAPTNLSGPAGAGGGGGGGGGGGGGGGAKANQDRVKRPMNAFMVWSRGQRRKMAQENPKMHNSEISKRLGAEWKVMSEAEKRPFIDEAKRLRALHMKEHPDYKYRPRRKTKTLLKKDKYSLAGGLLAAGAGGGGAAVAMGVGVGVGAAAVGQRLESPGGAAGGGYAHVNGWANGAYPGSVAAAAAAAAMMQEAQLAYGQHPGAGGAHPHAHPAHPHPHHPHAHPHNPQPMHRYDMGALQYSPISNSQGYMSASPSGYGGLPYGAAAAAAAAAGGAHQNSAVAAA.... Result: 0 (no interaction).